From a dataset of NCI-60 drug combinations with 297,098 pairs across 59 cell lines. Regression. Given two drug SMILES strings and cell line genomic features, predict the synergy score measuring deviation from expected non-interaction effect. Drug 1: CC1=C(C=C(C=C1)NC2=NC=CC(=N2)N(C)C3=CC4=NN(C(=C4C=C3)C)C)S(=O)(=O)N.Cl. Drug 2: CC=C1C(=O)NC(C(=O)OC2CC(=O)NC(C(=O)NC(CSSCCC=C2)C(=O)N1)C(C)C)C(C)C. Cell line: SF-268. Synergy scores: CSS=54.3, Synergy_ZIP=-1.34, Synergy_Bliss=-7.98, Synergy_Loewe=-75.4, Synergy_HSA=-9.83.